This data is from Peptide-MHC class II binding affinity with 134,281 pairs from IEDB. The task is: Regression. Given a peptide amino acid sequence and an MHC pseudo amino acid sequence, predict their binding affinity value. This is MHC class II binding data. (1) The peptide sequence is NDKPFQNVNRITYGA. The MHC is DRB1_0401 with pseudo-sequence DRB1_0401. The binding affinity (normalized) is 0.341. (2) The peptide sequence is KTVTAMDVVYALKRQ. The binding affinity (normalized) is 0.208. The MHC is H-2-IAb with pseudo-sequence H-2-IAb. (3) The peptide sequence is AAFNNAIKAGTGGAY. The MHC is DRB5_0101 with pseudo-sequence DRB5_0101. The binding affinity (normalized) is 0.606. (4) The peptide sequence is DVPYLTKRQDKLCGS. The MHC is HLA-DQA10501-DQB10402 with pseudo-sequence HLA-DQA10501-DQB10402. The binding affinity (normalized) is 0.328. (5) The binding affinity (normalized) is 0.518. The peptide sequence is DTAGWDTRITEADLD. The MHC is HLA-DQA10501-DQB10402 with pseudo-sequence HLA-DQA10501-DQB10402.